This data is from Catalyst prediction with 721,799 reactions and 888 catalyst types from USPTO. The task is: Predict which catalyst facilitates the given reaction. Reactant: [F:1][C:2]1[CH:3]=[C:4]2[C:8](=[CH:9][CH:10]=1)[NH:7][CH:6]=[CH:5]2.[C:11]1(=[O:16])[CH2:15][CH2:14][CH:13]=[CH:12]1.B(F)(F)F.CCOCC.C(O)C. Product: [F:1][C:2]1[CH:3]=[C:4]2[C:8](=[CH:9][CH:10]=1)[NH:7][CH:6]=[C:5]2[CH:13]1[CH2:14][CH2:15][C:11](=[O:16])[CH2:12]1. The catalyst class is: 463.